From a dataset of Forward reaction prediction with 1.9M reactions from USPTO patents (1976-2016). Predict the product of the given reaction. (1) Given the reactants [OH:1][CH:2]1[CH:7]([C:8]2[CH:13]=[CH:12][C:11]([O:14][CH2:15][CH2:16][O:17][CH2:18][CH2:19][C:20]3[CH:25]=[CH:24][CH:23]=[CH:22][C:21]=3[O:26][CH3:27])=[CH:10][CH:9]=2)[CH2:6][CH2:5][N:4]([C:28]([O:30][C:31]([CH3:34])([CH3:33])[CH3:32])=[O:29])[CH2:3]1.Cl[CH2:36][C:37]1[CH:38]=[CH:39][C:40]2[O:45][CH2:44][C:43](=[O:46])[N:42]([CH2:47][CH2:48][CH2:49][O:50][CH3:51])[C:41]=2[CH:52]=1, predict the reaction product. The product is: [CH3:27][O:26][C:21]1[CH:22]=[CH:23][CH:24]=[CH:25][C:20]=1[CH2:19][CH2:18][O:17][CH2:16][CH2:15][O:14][C:11]1[CH:12]=[CH:13][C:8]([CH:7]2[CH2:6][CH2:5][N:4]([C:28]([O:30][C:31]([CH3:34])([CH3:33])[CH3:32])=[O:29])[CH2:3][CH:2]2[O:1][CH2:36][C:37]2[CH:38]=[CH:39][C:40]3[O:45][CH2:44][C:43](=[O:46])[N:42]([CH2:47][CH2:48][CH2:49][O:50][CH3:51])[C:41]=3[CH:52]=2)=[CH:9][CH:10]=1. (2) The product is: [OH:15][CH2:14][C@@H:13]([N:12]([CH3:18])[CH:10]1[CH2:11][N:8]([C:6]([O:5][C:1]([CH3:4])([CH3:3])[CH3:2])=[O:7])[CH2:9]1)[CH3:17]. Given the reactants [C:1]([O:5][C:6]([N:8]1[CH2:11][CH:10]([N:12]([CH3:18])[C@@H:13]([CH3:17])[C:14](O)=[O:15])[CH2:9]1)=[O:7])([CH3:4])([CH3:3])[CH3:2].B.C1COCC1, predict the reaction product. (3) Given the reactants [CH2:1]1[C:10]2[C:5](=[CH:6][CH:7]=[CH:8][CH:9]=2)[CH2:4][CH2:3][N:2]1[CH2:11][CH2:12][CH2:13][CH2:14][O:15][C:16]1[N:25]=[C:24]2[C:19]([CH:20]=[CH:21][C:22](=[O:26])[NH:23]2)=[CH:18][CH:17]=1.[F:27][C:28]([F:40])([F:39])C1C=CC=C2C=1CCNC2, predict the reaction product. The product is: [F:27][C:28]([F:40])([F:39])[C:6]1[CH:7]=[CH:8][CH:9]=[C:10]2[C:5]=1[CH2:4][CH2:3][N:2]([CH2:11][CH2:12][CH2:13][CH2:14][O:15][C:16]1[N:25]=[C:24]3[C:19]([CH:20]=[CH:21][C:22](=[O:26])[NH:23]3)=[CH:18][CH:17]=1)[CH2:1]2.